From a dataset of CYP1A2 inhibition data for predicting drug metabolism from PubChem BioAssay. Regression/Classification. Given a drug SMILES string, predict its absorption, distribution, metabolism, or excretion properties. Task type varies by dataset: regression for continuous measurements (e.g., permeability, clearance, half-life) or binary classification for categorical outcomes (e.g., BBB penetration, CYP inhibition). Dataset: cyp1a2_veith. (1) The molecule is O=C(O)c1ccc([N+](=O)[O-])c(P(=O)(O)O)c1. The result is 0 (non-inhibitor). (2) The molecule is CN1CCCC[C@@H]1CCN1c2ccccc2Sc2ccc(S(C)=O)cc21. The result is 0 (non-inhibitor). (3) The drug is Fc1ccc2nc(Nc3nc4c(s3)CCCC4)sc2c1. The result is 1 (inhibitor). (4) The molecule is CCOC(=O)c1c(C)oc2c1cc(O)c1ccccc12. The result is 1 (inhibitor). (5) The molecule is Cc1cnc(CNc2ccnc(-c3ccoc3)n2)cn1. The result is 1 (inhibitor).